From a dataset of Catalyst prediction with 721,799 reactions and 888 catalyst types from USPTO. Predict which catalyst facilitates the given reaction. (1) Reactant: [C:1]([O:5][C:6]([N:8]1[CH2:13][CH2:12][CH2:11][CH:10]([C:14]([OH:16])=O)[CH2:9]1)=[O:7])([CH3:4])([CH3:3])[CH3:2].C([N:19](CC)CC)C.C(OC(Cl)=O)C(C)C.[NH4+].[OH-]. Product: [C:14]([CH:10]1[CH2:11][CH2:12][CH2:13][N:8]([C:6]([O:5][C:1]([CH3:4])([CH3:3])[CH3:2])=[O:7])[CH2:9]1)(=[O:16])[NH2:19]. The catalyst class is: 4. (2) Reactant: [CH3:1][CH:2]1[C:7]2[NH:8][C:9]3[C:14]([C:6]=2[CH2:5][CH2:4][N:3]1[CH3:16])=[CH:13][C:12]([CH3:15])=[CH:11][CH:10]=3.N1C2C(=CC=C3C=2N=CC=C3)C=CC=1.[O-]P([O-])([O-])=O.[K+].[K+].[K+].Br[C:40]#[C:41][C:42]1[CH:47]=[CH:46][C:45]([Cl:48])=[CH:44][CH:43]=1. Product: [Cl:48][C:45]1[CH:46]=[CH:47][C:42]([C:41]#[C:40][N:8]2[C:9]3[C:14](=[CH:13][C:12]([CH3:15])=[CH:11][CH:10]=3)[C:6]3[CH2:5][CH2:4][N:3]([CH3:16])[CH:2]([CH3:1])[C:7]2=3)=[CH:43][CH:44]=1. The catalyst class is: 11. (3) Reactant: [CH3:1][C:2]([C:4]1[CH:9]=[C:8]([F:10])[CH:7]=[C:6]([F:11])[CH:5]=1)=[O:3].C[Si](C)(C)[N-][Si](C)(C)C.[Li+].O1CCCC1.[CH2:27]([O:29][CH:30]([O:36][CH2:37][CH3:38])[C:31](OCC)=[O:32])[CH3:28].Cl. Product: [F:11][C:6]1[CH:5]=[C:4]([C:2](=[O:3])[CH2:1][C:31](=[O:32])[CH:30]([O:36][CH2:37][CH3:38])[O:29][CH2:27][CH3:28])[CH:9]=[C:8]([F:10])[CH:7]=1. The catalyst class is: 7. (4) Reactant: [NH2:1][C:2]1[N:3]=[C:4]([NH:17][CH:18]2[CH2:23][CH2:22][N:21]([S:24]([C:27]3[CH:34]=[CH:33][C:30]([C:31]#[N:32])=[CH:29][CH:28]=3)(=[O:26])=[O:25])[CH2:20][CH2:19]2)[S:5][C:6]=1[C:7](=[O:16])[C:8]1[C:13]([F:14])=[CH:12][CH:11]=[CH:10][C:9]=1[F:15].Cl.C(=O)([O-])[O-].[NH4+:40].[NH4+]. Product: [NH2:1][C:2]1[N:3]=[C:4]([NH:17][CH:18]2[CH2:19][CH2:20][N:21]([S:24]([C:27]3[CH:28]=[CH:29][C:30]([C:31]([NH2:40])=[NH:32])=[CH:33][CH:34]=3)(=[O:25])=[O:26])[CH2:22][CH2:23]2)[S:5][C:6]=1[C:7]([C:8]1[C:9]([F:15])=[CH:10][CH:11]=[CH:12][C:13]=1[F:14])=[O:16]. The catalyst class is: 14. (5) Reactant: [CH3:1][O:2][C:3]([C:5]1[C:9]([N+:10]([O-])=O)=[CH:8][NH:7][N:6]=1)=[O:4].N#N.[H][H]. Product: [CH3:1][O:2][C:3]([C:5]1[C:9]([NH2:10])=[CH:8][NH:7][N:6]=1)=[O:4]. The catalyst class is: 63. (6) Reactant: C(=O)([O-])[O-].[Na+].[Na+].Cl.[N:8]1([C:14]2[C:18]3[CH:19]=[CH:20][CH:21]=[CH:22][C:17]=3[S:16][N:15]=2)[CH2:13][CH2:12][NH:11][CH2:10][CH2:9]1.[Cl:23][C:24]1[CH:32]=[C:31]2[C:27]([CH2:28][C:29](=[O:33])[NH:30]2)=[CH:26][C:25]=1[CH2:34][CH2:35]Cl. Product: [CH:20]1[CH:21]=[CH:22][C:17]2[S:16][N:15]=[C:14]([N:8]3[CH2:13][CH2:12][N:11]([CH2:35][CH2:34][C:25]4[CH:26]=[C:27]5[CH2:28][C:29](=[O:33])[NH:30][C:31]5=[CH:32][C:24]=4[Cl:23])[CH2:10][CH2:9]3)[C:18]=2[CH:19]=1. The catalyst class is: 6. (7) Reactant: [CH3:1][O:2][C:3]1[CH:8]=[CH:7][C:6]([N+:9]([O-:11])=[O:10])=[CH:5][C:4]=1[C:12]([F:15])([F:14])[F:13].Cl[CH:17](OC1C=CC=CC=1)[C:18]#[N:19].CC([O-])(C)C.[K+].Cl. Product: [CH3:1][O:2][C:3]1[C:4]([C:12]([F:13])([F:14])[F:15])=[CH:5][C:6]([N+:9]([O-:11])=[O:10])=[C:7]([CH2:17][C:18]#[N:19])[CH:8]=1. The catalyst class is: 3. (8) Reactant: [Cl:1][C:2]1[N:7]=[C:6]2[NH:8][N:9]=[CH:10][C:5]2=[CH:4][CH:3]=1.[I:11]N1C(=O)CCC1=O. Product: [Cl:1][C:2]1[N:7]=[C:6]2[NH:8][N:9]=[C:10]([I:11])[C:5]2=[CH:4][CH:3]=1. The catalyst class is: 643.